From a dataset of Full USPTO retrosynthesis dataset with 1.9M reactions from patents (1976-2016). Predict the reactants needed to synthesize the given product. (1) Given the product [O:17]1[CH2:18][CH2:19][CH2:20][CH2:21][CH:16]1[O:15][C:12]1[CH:13]=[CH:14][C:9]([N:35]2[CH2:36][CH2:37][CH:32]([CH2:31][CH2:30][O:29][C:28]3[CH:38]=[CH:39][C:25]([O:24][C:23]([F:22])([F:40])[F:41])=[CH:26][CH:27]=3)[CH2:33][CH2:34]2)=[N:10][CH:11]=1, predict the reactants needed to synthesize it. The reactants are: C1(C)C=CC=CC=1.Br[C:9]1[CH:14]=[CH:13][C:12]([O:15][CH:16]2[CH2:21][CH2:20][CH2:19][CH2:18][O:17]2)=[CH:11][N:10]=1.[F:22][C:23]([F:41])([F:40])[O:24][C:25]1[CH:39]=[CH:38][C:28]([O:29][CH2:30][CH2:31][CH:32]2[CH2:37][CH2:36][NH:35][CH2:34][CH2:33]2)=[CH:27][CH:26]=1.CC(C)([O-])C.[Na+]. (2) Given the product [CH2:15]([O:14][C:12](=[O:13])[CH:11]([CH2:8][C:5]1[CH:6]=[CH:7][C:2]([Br:1])=[CH:3][CH:4]=1)[C:10]([O:18][CH2:19][CH3:20])=[O:17])[CH3:16], predict the reactants needed to synthesize it. The reactants are: [Br:1][C:2]1[CH:7]=[CH:6][C:5]([CH2:8]Br)=[CH:4][CH:3]=1.[C:10]([O:18][CH2:19][CH3:20])(=[O:17])[CH2:11][C:12]([O:14][CH2:15][CH3:16])=[O:13]. (3) Given the product [C:1]([O:5][C:6]([N:8]1[CH2:9][C:10]2[C:15](=[CH:14][C:13]([CH3:24])=[C:12]([C:18]3[CH2:19][CH2:20][O:21][CH2:22][CH:23]=3)[CH:11]=2)[CH2:16]1)=[O:7])([CH3:4])([CH3:3])[CH3:2], predict the reactants needed to synthesize it. The reactants are: [C:1]([O:5][C:6]([N:8]1[CH2:16][C:15]2[C:10](=[CH:11][C:12]([C:18]3[CH2:19][CH2:20][O:21][CH2:22][CH:23]=3)=[C:13](Cl)[CH:14]=2)[CH2:9]1)=[O:7])([CH3:4])([CH3:3])[CH3:2].[CH3:24][Sn](C)(C)C. (4) The reactants are: [Br:1][C:2]1[CH:3]=[C:4]([CH:9]2[C:14]3[S:15](=[O:19])(=[O:18])[CH2:16][CH2:17][C:13]=3[N:12](C(O[C@@H]3C[C@H](C)CC[C@H]3C(C)(C3C=CC=CC=3)C)=O)[C:11]3[CH2:39][O:40][CH2:41][C:42](=[O:43])[C:10]2=3)[CH:5]=[CH:6][C:7]=1[F:8].C[O-].[Na+]. Given the product [Br:1][C:2]1[CH:3]=[C:4]([CH:9]2[C:14]3[S:15](=[O:18])(=[O:19])[CH2:16][CH2:17][C:13]=3[NH:12][C:11]3[CH2:39][O:40][CH2:41][C:42](=[O:43])[C:10]2=3)[CH:5]=[CH:6][C:7]=1[F:8], predict the reactants needed to synthesize it.